Task: Predict the product of the given reaction.. Dataset: Forward reaction prediction with 1.9M reactions from USPTO patents (1976-2016) (1) Given the reactants [NH2:1][C:2]1[CH:3]=[C:4]([CH:7]=[CH:8][CH:9]=1)[C:5]#[N:6].Cl.[NH2:11][OH:12].C(=O)([O-])[O-].[K+].[K+], predict the reaction product. The product is: [NH2:1][C:2]1[CH:3]=[C:4]([C:5](=[NH:6])[NH:11][OH:12])[CH:7]=[CH:8][CH:9]=1. (2) The product is: [Br:24][CH2:11][CH2:10][CH2:9][CH2:8][O:7][C:6]1[CH:20]=[CH:21][C:22]([CH3:23])=[C:4]([CH3:3])[CH:5]=1. Given the reactants Cl.Cl.[CH3:3][C:4]1[CH:5]=[C:6]([CH:20]=[CH:21][C:22]=1[CH3:23])[O:7][CH2:8][CH2:9][CH2:10][CH2:11]N1CCC(NC)CC1.[Br:24]CCCCBr.CC1C=C(O)C=CC=1C, predict the reaction product.